Dataset: Forward reaction prediction with 1.9M reactions from USPTO patents (1976-2016). Task: Predict the product of the given reaction. (1) Given the reactants [CH:1]([C:3]1([CH2:7][O:8][C@H:9]2[CH2:14][CH2:13][C@H:12]([N:15]3[C:20](=[O:21])[C:19]([CH2:22][C:23]4[CH:28]=[CH:27][C:26]([C:29]5[C:30]([C:35]#[N:36])=[CH:31][CH:32]=[CH:33][CH:34]=5)=[CH:25][CH:24]=4)=[C:18]([CH2:37][CH2:38][CH3:39])[N:17]4[N:40]=[CH:41][N:42]=[C:16]34)[CH2:11][CH2:10]2)[CH2:6][CH2:5][CH2:4]1)=[O:2].Cl([O-])=[O:44].[Na+].P([O-])(O)(O)=O.[Na+].CC(=CC)C, predict the reaction product. The product is: [C:35]([C:30]1[CH:31]=[CH:32][CH:33]=[CH:34][C:29]=1[C:26]1[CH:25]=[CH:24][C:23]([CH2:22][C:19]2[C:20](=[O:21])[N:15]([C@H:12]3[CH2:13][CH2:14][C@H:9]([O:8][CH2:7][C:3]4([C:1]([OH:44])=[O:2])[CH2:6][CH2:5][CH2:4]4)[CH2:10][CH2:11]3)[C:16]3[N:17]([N:40]=[CH:41][N:42]=3)[C:18]=2[CH2:37][CH2:38][CH3:39])=[CH:28][CH:27]=1)#[N:36]. (2) The product is: [C:10]1(=[O:22])[O:23][C:17](=[O:19])[CH:16]2[CH2:20][CH2:21][C@@:11]1([C:13]2([CH3:14])[CH3:15])[CH3:12]. Given the reactants CCN(C(C)C)C(C)C.[C:10]([OH:23])(=[O:22])[C@@:11]1([CH2:21][CH2:20][C@H:16]([C:17]([OH:19])=O)[C:13]1([CH3:15])[CH3:14])[CH3:12].CN([P+](ON1N=NC2C=CC=CC1=2)(N(C)C)N(C)C)C.F[P-](F)(F)(F)(F)F, predict the reaction product. (3) The product is: [C:1]([O:5][C:6](=[O:16])[NH:7][C:8]1[CH:13]=[CH:12][CH:11]=[C:10]([C:14]#[C:15][C:23]2[CH:24]=[CH:25][C:20]([O:19][CH:18]([F:27])[F:17])=[CH:21][CH:22]=2)[CH:9]=1)([CH3:4])([CH3:3])[CH3:2]. Given the reactants [C:1]([O:5][C:6](=[O:16])[NH:7][C:8]1[CH:13]=[CH:12][CH:11]=[C:10]([C:14]#[CH:15])[CH:9]=1)([CH3:4])([CH3:3])[CH3:2].[F:17][CH:18]([F:27])[O:19][C:20]1[CH:25]=[CH:24][C:23](I)=[CH:22][CH:21]=1.CCN(CC)CC.C(#N)C, predict the reaction product. (4) Given the reactants [CH3:1][C:2]1[CH:7]=[CH:6][CH:5]=[CH:4][C:3]=1[C:8]1[C:9]2[CH:16]=[C:15]([CH2:17][O:18][C:19]3[CH:24]=[CH:23][C:22]([C@@H:25]([C:31]#[C:32][CH3:33])[CH2:26][C:27]([O:29]C)=[O:28])=[CH:21][CH:20]=3)[CH:14]=[CH:13][C:10]=2[S:11][CH:12]=1.[Li+].[OH-].Cl, predict the reaction product. The product is: [CH3:1][C:2]1[CH:7]=[CH:6][CH:5]=[CH:4][C:3]=1[C:8]1[C:9]2[CH:16]=[C:15]([CH2:17][O:18][C:19]3[CH:20]=[CH:21][C:22]([C@@H:25]([C:31]#[C:32][CH3:33])[CH2:26][C:27]([OH:29])=[O:28])=[CH:23][CH:24]=3)[CH:14]=[CH:13][C:10]=2[S:11][CH:12]=1.